Regression. Given two drug SMILES strings and cell line genomic features, predict the synergy score measuring deviation from expected non-interaction effect. From a dataset of NCI-60 drug combinations with 297,098 pairs across 59 cell lines. (1) Drug 1: C1=NC2=C(N1)C(=S)N=C(N2)N. Drug 2: CCC1=C2CN3C(=CC4=C(C3=O)COC(=O)C4(CC)O)C2=NC5=C1C=C(C=C5)O. Cell line: SW-620. Synergy scores: CSS=32.5, Synergy_ZIP=-6.39, Synergy_Bliss=-5.96, Synergy_Loewe=-15.9, Synergy_HSA=-1.48. (2) Drug 1: CN1CCC(CC1)COC2=C(C=C3C(=C2)N=CN=C3NC4=C(C=C(C=C4)Br)F)OC. Drug 2: CC12CCC3C(C1CCC2OP(=O)(O)O)CCC4=C3C=CC(=C4)OC(=O)N(CCCl)CCCl.[Na+]. Cell line: CCRF-CEM. Synergy scores: CSS=-0.204, Synergy_ZIP=-2.15, Synergy_Bliss=-5.18, Synergy_Loewe=-8.63, Synergy_HSA=-5.71. (3) Drug 1: C1=C(C(=O)NC(=O)N1)N(CCCl)CCCl. Drug 2: C1C(C(OC1N2C=NC3=C(N=C(N=C32)Cl)N)CO)O. Cell line: OVCAR3. Synergy scores: CSS=8.88, Synergy_ZIP=-6.99, Synergy_Bliss=-6.24, Synergy_Loewe=-11.6, Synergy_HSA=-6.07.